Dataset: Human liver microsome stability data. Task: Regression/Classification. Given a drug SMILES string, predict its absorption, distribution, metabolism, or excretion properties. Task type varies by dataset: regression for continuous measurements (e.g., permeability, clearance, half-life) or binary classification for categorical outcomes (e.g., BBB penetration, CYP inhibition). Dataset: hlm. (1) The molecule is COP(=O)(O)c1ccc(C(F)(F)F)cc1. The result is 0 (unstable in human liver microsomes). (2) The result is 0 (unstable in human liver microsomes). The drug is CCc1nc(N)nc(N)c1-c1ccc2c(c1)N(CCCOC)C(=O)CO2. (3) The drug is Cc1ccc(-c2cc(-c3ccc(S(C)(=O)=O)cc3)cnc2N)cn1. The result is 0 (unstable in human liver microsomes). (4) The drug is CCc1nc(N)nc(N)c1-c1ccc2c(c1)N(CCC(=O)NC)C(=O)C(C)(c1cc(F)cc(F)c1)O2. The result is 0 (unstable in human liver microsomes). (5) The compound is CC(C)OC(=O)C1=CN(C(=O)c2cccc(CN3CCOCC3)c2)CC(C)(C)c2c1[nH]c1ccccc21. The result is 1 (stable in human liver microsomes). (6) The compound is [2H]C(Oc1cc(OC([2H])([2H])[2H])cc2oc(-c3cn4nc(OC([2H])([2H])[2H])sc4n3)cc12)c1nc(N2CCOCC2)sc1C. The result is 1 (stable in human liver microsomes). (7) The drug is CS(=O)(=O)c1cccc(Oc2cccc(-n3c(Cc4ccc(F)cc4)nc4c(C(F)(F)F)cccc43)c2)c1. The result is 1 (stable in human liver microsomes).